From a dataset of Forward reaction prediction with 1.9M reactions from USPTO patents (1976-2016). Predict the product of the given reaction. (1) Given the reactants C1C=CC2C(C3C=CC(O)=CC=3)(C3C=CC(O)=CC=3)OC(=[O:8])C=2C=1.[P:25]([O-:29])([O-:28])([OH:27])=[O:26].[K+].[K+].P([O-])([O-])([O-])=O.[Na+:37].[Na+].[Na+].O=P12OP3(OP(OP(O3)(O1)=O)(=O)O2)=O, predict the reaction product. The product is: [P:25]([OH:29])([O-:28])([O-:27])=[O:26].[Na+:37].[Na+:37].[OH-:8].[Na+:37]. (2) Given the reactants C1(N2C=C(C=C3CCNCC3)N=N2)C=CC=CC=1.C(OC([N:26]1[CH2:31][CH2:30][C:29](=[CH:32][C:33]2[O:37][N:36]=[C:35]([CH:38]([CH3:40])[CH3:39])[N:34]=2)[CH2:28][CH2:27]1)=O)(C)(C)C, predict the reaction product. The product is: [CH:38]([C:35]1[N:34]=[C:33]([CH:32]=[C:29]2[CH2:28][CH2:27][NH:26][CH2:31][CH2:30]2)[O:37][N:36]=1)([CH3:40])[CH3:39]. (3) Given the reactants Cl[C:2]1[C:11]2[C:6](=[CH:7][CH:8]=[C:9]([CH3:12])[CH:10]=2)[N:5]=[C:4]([N:13]2[CH2:19][C:18]3[CH:20]=[CH:21][CH:22]=[CH:23][C:17]=3[S:16](=[O:25])(=[O:24])[CH2:15][CH2:14]2)[CH:3]=1.[O:26]=[S:27]1(=[O:35])[CH2:30][C:29]([CH2:33][NH2:34])([CH2:31][NH2:32])[CH2:28]1, predict the reaction product. The product is: [NH2:32][CH2:31][C:29]1([CH2:33][NH:34][C:2]2[C:11]3[C:6](=[CH:7][CH:8]=[C:9]([CH3:12])[CH:10]=3)[N:5]=[C:4]([N:13]3[CH2:19][C:18]4[CH:20]=[CH:21][CH:22]=[CH:23][C:17]=4[S:16](=[O:25])(=[O:24])[CH2:15][CH2:14]3)[CH:3]=2)[CH2:30][S:27](=[O:35])(=[O:26])[CH2:28]1. (4) Given the reactants [NH2:1][CH:2]([CH2:22][C:23]1[CH:28]=[CH:27][CH:26]=[CH:25][CH:24]=1)[CH2:3][N:4]1[C:13]2[C:8]([C:9](=[O:15])[NH:10][C:11](=[O:14])[N:12]=2)=[N:7][C:6]2[CH:16]=[C:17]([CH3:21])[C:18]([CH3:20])=[CH:19][C:5]1=2.[CH:29](=O)[C:30]1[CH:35]=[CH:34][CH:33]=[CH:32][CH:31]=1.[BH3-]C#N.[Na+], predict the reaction product. The product is: [CH2:29]([NH:1][CH:2]([CH2:22][C:23]1[CH:24]=[CH:25][CH:26]=[CH:27][CH:28]=1)[CH2:3][N:4]1[C:13]2[C:8]([C:9](=[O:15])[NH:10][C:11](=[O:14])[N:12]=2)=[N:7][C:6]2[CH:16]=[C:17]([CH3:21])[C:18]([CH3:20])=[CH:19][C:5]1=2)[C:30]1[CH:35]=[CH:34][CH:33]=[CH:32][CH:31]=1. (5) Given the reactants F[P-](F)(F)(F)(F)F.N1(OC(N(C)C)=[N+](C)C)C2N=CC=CC=2N=N1.[NH2:25][C:26]([NH:28][C:29]1[S:30][C:31]([C:35]2[CH:43]=[CH:42][C:38]([C:39]([OH:41])=O)=[CH:37][CH:36]=2)=[C:32]([CH3:34])[N:33]=1)=[NH:27].[OH:44][C:45]1[CH:50]=[CH:49][CH:48]=[CH:47][C:46]=1[N:51]1[CH2:56][CH2:55][NH:54][CH2:53][CH2:52]1, predict the reaction product. The product is: [OH:44][C:45]1[CH:50]=[CH:49][CH:48]=[CH:47][C:46]=1[N:51]1[CH2:56][CH2:55][N:54]([C:39]([C:38]2[CH:37]=[CH:36][C:35]([C:31]3[S:30][C:29]([NH:28][C:26]([NH2:25])=[NH:27])=[N:33][C:32]=3[CH3:34])=[CH:43][CH:42]=2)=[O:41])[CH2:53][CH2:52]1. (6) Given the reactants [CH3:1][O:2][C:3]1[CH:8]=[CH:7][C:6]([C:9](=[O:16])[CH2:10][C:11]([O:13][CH2:14][CH3:15])=[O:12])=[CH:5][CH:4]=1.[BH4-].[Na+], predict the reaction product. The product is: [OH:16][CH:9]([C:6]1[CH:5]=[CH:4][C:3]([O:2][CH3:1])=[CH:8][CH:7]=1)[CH2:10][C:11]([O:13][CH2:14][CH3:15])=[O:12].